This data is from NCI-60 drug combinations with 297,098 pairs across 59 cell lines. The task is: Regression. Given two drug SMILES strings and cell line genomic features, predict the synergy score measuring deviation from expected non-interaction effect. (1) Drug 1: C#CCC(CC1=CN=C2C(=N1)C(=NC(=N2)N)N)C3=CC=C(C=C3)C(=O)NC(CCC(=O)O)C(=O)O. Drug 2: C1C(C(OC1N2C=NC(=NC2=O)N)CO)O. Cell line: SK-MEL-28. Synergy scores: CSS=-5.29, Synergy_ZIP=2.92, Synergy_Bliss=2.00, Synergy_Loewe=-2.74, Synergy_HSA=-3.58. (2) Drug 1: CC1CCC2CC(C(=CC=CC=CC(CC(C(=O)C(C(C(=CC(C(=O)CC(OC(=O)C3CCCCN3C(=O)C(=O)C1(O2)O)C(C)CC4CCC(C(C4)OC)OCCO)C)C)O)OC)C)C)C)OC. Drug 2: CN(CCCl)CCCl.Cl. Cell line: M14. Synergy scores: CSS=16.5, Synergy_ZIP=-7.38, Synergy_Bliss=-4.39, Synergy_Loewe=-33.9, Synergy_HSA=-2.45. (3) Drug 1: C1CCC(CC1)NC(=O)N(CCCl)N=O. Drug 2: CN1C(=O)N2C=NC(=C2N=N1)C(=O)N. Cell line: PC-3. Synergy scores: CSS=10.0, Synergy_ZIP=-0.151, Synergy_Bliss=3.80, Synergy_Loewe=-4.70, Synergy_HSA=2.50.